This data is from Reaction yield outcomes from USPTO patents with 853,638 reactions. The task is: Predict the reaction yield, written as a fraction of the theoretical maximum amount of product (1.0 means a 100% yield; for example, 0.34 means a 34% yield). (1) The reactants are [C:1]([O:5][C:6]([NH:8][CH2:9][C:10]([OH:12])=O)=[O:7])([CH3:4])([CH3:3])[CH3:2].[Cl:13][C:14]1[CH:15]=[C:16]([CH:18]=[CH:19][CH:20]=1)[NH2:17].C1C=CC2N(O)N=NC=2C=1.C(Cl)CCl.CN1CCOCC1. The catalyst is ClCCl. The product is [C:1]([O:5][C:6](=[O:7])[NH:8][CH2:9][C:10](=[O:12])[NH:17][C:16]1[CH:18]=[CH:19][CH:20]=[C:14]([Cl:13])[CH:15]=1)([CH3:2])([CH3:3])[CH3:4]. The yield is 0.860. (2) The reactants are [Cl:1][C:2]1[CH:3]=[CH:4][C:5]2[N:6]=[CH:7][N:8]=[C:9](OC3CCOCC3)[C:10]=2[N:11]=1.[CH3:19][C:20]1[C:24]([NH2:25])=[C:23]([CH3:26])[O:22][N:21]=1.C([O-])(=O)C.[Na+]. The catalyst is CCOC(C)=O. The product is [Cl:1][C:2]1[CH:3]=[CH:4][C:5]2[N:6]=[CH:7][N:8]=[C:9]([NH:25][C:24]3[C:20]([CH3:19])=[N:21][O:22][C:23]=3[CH3:26])[C:10]=2[N:11]=1. The yield is 0.590. (3) The reactants are [CH:1]1([NH:6][C:7]2[CH:12]=[CH:11][N:10]=[C:9]([NH2:13])[N:8]=2)[CH2:5][CH2:4][CH2:3][CH2:2]1.[I:14]N1C(=O)CCC1=O.C([O-])([O-])=O.[Na+].[Na+].S([O-])([O-])=O.[Na+].[Na+]. The catalyst is CN(C=O)C. The product is [CH:1]1([NH:6][C:7]2[C:12]([I:14])=[CH:11][N:10]=[C:9]([NH2:13])[N:8]=2)[CH2:2][CH2:3][CH2:4][CH2:5]1. The yield is 0.730. (4) The reactants are Br[C:2]1[CH:7]=[CH:6][C:5]([C@@H:8]([NH:10][C:11](=[O:17])[O:12][C:13]([CH3:16])([CH3:15])[CH3:14])[CH3:9])=[CH:4][CH:3]=1.Br[C:19]1[C:20]2[C:21]3[CH:35]=[CH:34][S:33][C:22]=3[C:23](=[O:32])[NH:24][C:25]=2[C:26]([CH3:31])=[CH:27][C:28]=1[O:29][CH3:30]. No catalyst specified. The product is [CH3:30][O:29][C:28]1[CH:27]=[C:26]([CH3:31])[C:25]2[NH:24][C:23](=[O:32])[C:22]3[S:33][CH:34]=[CH:35][C:21]=3[C:20]=2[C:19]=1[C:2]1[CH:7]=[CH:6][C:5]([C@@H:8]([NH:10][C:11](=[O:17])[O:12][C:13]([CH3:16])([CH3:15])[CH3:14])[CH3:9])=[CH:4][CH:3]=1. The yield is 0.620. (5) The reactants are [C:1]([O:5][C:6](=[O:19])/[CH:7]=[CH:8]/[C:9]1[CH:14]=[CH:13][C:12]([N+:15]([O-])=O)=[C:11]([F:18])[CH:10]=1)([CH3:4])([CH3:3])[CH3:2]. The catalyst is C(OCC)(=O)C.[Pd]. The product is [C:1]([O:5][C:6](=[O:19])[CH2:7][CH2:8][C:9]1[CH:14]=[CH:13][C:12]([NH2:15])=[C:11]([F:18])[CH:10]=1)([CH3:4])([CH3:2])[CH3:3]. The yield is 0.990. (6) The reactants are C(N(CCCC)C(C1N=C(C2C=CC(C(OC)=O)=CC=2C(N2CCC3C(=CC=CC=3)C2)=O)NC=1)=O)CCC.[CH2:39]([N:43]([CH2:87][CH2:88][CH2:89][CH3:90])[C:44]([C:46]1[N:47]=[C:48]([C:59]2[CH:74]=[CH:73][C:62]([C:63]([O:65][CH2:66][C:67]3[CH:72]=[CH:71][CH:70]=[CH:69][CH:68]=3)=[O:64])=[CH:61][C:60]=2[C:75]([N:77]2[CH2:86][CH2:85][C:84]3[C:79](=[CH:80][CH:81]=[CH:82][CH:83]=3)[CH2:78]2)=[O:76])[N:49](COCC[Si](C)(C)C)[CH:50]=1)=[O:45])[CH2:40][CH2:41][CH3:42]. No catalyst specified. The product is [CH2:39]([N:43]([CH2:87][CH2:88][CH2:89][CH3:90])[C:44]([C:46]1[N:47]=[C:48]([C:59]2[CH:74]=[CH:73][C:62]([C:63]([O:65][CH2:66][C:67]3[CH:72]=[CH:71][CH:70]=[CH:69][CH:68]=3)=[O:64])=[CH:61][C:60]=2[C:75]([N:77]2[CH2:86][CH2:85][C:84]3[C:79](=[CH:80][CH:81]=[CH:82][CH:83]=3)[CH2:78]2)=[O:76])[NH:49][CH:50]=1)=[O:45])[CH2:40][CH2:41][CH3:42]. The yield is 0.910.